This data is from Full USPTO retrosynthesis dataset with 1.9M reactions from patents (1976-2016). The task is: Predict the reactants needed to synthesize the given product. (1) Given the product [O:16]1[CH:17]=[CH:18][CH:19]=[C:15]1[C:10]1[N:11]=[C:12]([NH:14][C:25]([C:21]2[O:20][CH:24]=[CH:23][CH:22]=2)=[O:26])[S:13][C:9]=1[C:7]([CH:4]1[CH2:5][CH2:6][O:1][CH2:2][CH2:3]1)=[O:8], predict the reactants needed to synthesize it. The reactants are: [O:1]1[CH2:6][CH2:5][CH:4]([C:7]([C:9]2[S:13][C:12]([NH2:14])=[N:11][C:10]=2[C:15]2[O:16][CH:17]=[CH:18][CH:19]=2)=[O:8])[CH2:3][CH2:2]1.[O:20]1[CH:24]=[CH:23][CH:22]=[C:21]1[C:25](Cl)=[O:26].O. (2) Given the product [CH3:14][C:12]1[CH:13]=[C:8]([C:5]2[C:4]([C:16]3[CH:17]=[C:18]([CH3:23])[CH:19]=[C:20]([CH3:22])[CH:21]=3)=[N:3][C:2]([C:24]3[CH:29]=[CH:28][CH:27]=[CH:26][CH:25]=3)=[CH:7][N:6]=2)[CH:9]=[C:10]([CH3:15])[CH:11]=1, predict the reactants needed to synthesize it. The reactants are: Cl[C:2]1[N:3]=[C:4]([C:16]2[CH:21]=[C:20]([CH3:22])[CH:19]=[C:18]([CH3:23])[CH:17]=2)[C:5]([C:8]2[CH:13]=[C:12]([CH3:14])[CH:11]=[C:10]([CH3:15])[CH:9]=2)=[N:6][CH:7]=1.[C:24]1(B(O)O)[CH:29]=[CH:28][CH:27]=[CH:26][CH:25]=1.C(=O)([O-])[O-].[Na+].[Na+]. (3) Given the product [Br:1][C:2]1[CH:7]=[C:6]([F:8])[C:5]([F:9])=[CH:4][C:3]=1[NH:10][CH3:11], predict the reactants needed to synthesize it. The reactants are: [Br:1][C:2]1[CH:7]=[C:6]([F:8])[C:5]([F:9])=[CH:4][C:3]=1[N:10](C)[C:11](=O)OC(C)(C)C.FC(F)(F)C(O)=O. (4) Given the product [NH2:1][C:2]1[C:7]2=[C:8]([C:14]3[CH:19]=[CH:18][C:17]([NH:20][C:21]([NH:23][C:24]4[CH:29]=[C:28]([C:30]([F:33])([F:32])[F:31])[CH:27]=[CH:26][C:25]=4[F:34])=[O:22])=[C:16]([F:35])[CH:15]=3)[CH:9]=[C:10]([CH2:11][CH2:12][N:36]3[CH2:41][CH2:40][O:39][CH2:38][CH2:37]3)[N:6]2[N:5]=[CH:4][N:3]=1, predict the reactants needed to synthesize it. The reactants are: [NH2:1][C:2]1[C:7]2=[C:8]([C:14]3[CH:19]=[CH:18][C:17]([NH:20][C:21]([NH:23][C:24]4[CH:29]=[C:28]([C:30]([F:33])([F:32])[F:31])[CH:27]=[CH:26][C:25]=4[F:34])=[O:22])=[C:16]([F:35])[CH:15]=3)[CH:9]=[C:10]([CH2:11][CH2:12]Br)[N:6]2[N:5]=[CH:4][N:3]=1.[NH:36]1[CH2:41][CH2:40][O:39][CH2:38][CH2:37]1.C(N(CC)CC)C.[I-].[Na+]. (5) Given the product [CH3:1][C:2]1[CH:3]=[CH:4][C:5]2[S:10][CH:13]([C:12]([F:11])([F:21])[F:20])[C:14]([C:15]([O:17][CH2:18][CH3:19])=[O:16])=[CH:7][C:6]=2[CH:9]=1, predict the reactants needed to synthesize it. The reactants are: [CH3:1][C:2]1[CH:3]=[CH:4][C:5]([SH:10])=[C:6]([CH:9]=1)[CH:7]=O.[F:11][C:12]([F:21])([F:20])/[CH:13]=[CH:14]/[C:15]([O:17][CH2:18][CH3:19])=[O:16].C([O-])([O-])=O.[K+].[K+].Cl.